From a dataset of Full USPTO retrosynthesis dataset with 1.9M reactions from patents (1976-2016). Predict the reactants needed to synthesize the given product. (1) Given the product [F:1][C:2]([F:23])([F:22])[C:3]1[CH:17]=[C:16]([C:18]([F:21])([F:20])[F:19])[CH:15]=[CH:14][C:4]=1[CH2:5][N:6]1[CH2:11][CH2:10][C:9](/[CH:24]=[C:40]2/[C:36]([NH:35][CH3:34])=[N:37][C:38](=[O:41])[S:39]/2)([CH3:12])[CH2:8][CH2:7]1, predict the reactants needed to synthesize it. The reactants are: [F:1][C:2]([F:23])([F:22])[C:3]1[CH:17]=[C:16]([C:18]([F:21])([F:20])[F:19])[CH:15]=[CH:14][C:4]=1[CH2:5][N:6]1[CH2:11][CH2:10][CH:9]([CH:12]=O)[CH2:8][CH2:7]1.[CH3:24]C(C)([O-])C.[K+].CI.[Cl-].[NH4+].[CH3:34][NH:35][C:36]1[CH2:40][S:39][C:38](=[O:41])[N:37]=1. (2) Given the product [OH:18][CH:17]([CH2:21][OH:20])[CH2:16][NH:15][C:10]1[N:9]=[C:8]2[C:13]([CH:14]=[C:5]([C:3]([OH:4])=[O:2])[C:6](=[O:24])[NH:7]2)=[CH:12][CH:11]=1, predict the reactants needed to synthesize it. The reactants are: C[O:2][C:3]([C:5]1[C:6](=[O:24])[NH:7][C:8]2[C:13]([CH:14]=1)=[CH:12][CH:11]=[C:10]([NH:15][CH2:16][CH:17]1[CH2:21][O:20]C(C)(C)[O:18]1)[N:9]=2)=[O:4].[OH-].[Na+]. (3) Given the product [CH:36]1([CH2:39][CH2:40][O:41][C:6]2[N:14]=[C:13]3[C:9]([N:10]=[C:11]([O:26][CH3:27])[N:12]3[CH2:15][CH2:16][CH2:17][CH:18]3[CH2:23][CH2:22][O:21][C:20]([CH3:25])([CH3:24])[CH2:19]3)=[C:8]([NH2:28])[N:7]=2)[CH2:38][CH2:37]1, predict the reactants needed to synthesize it. The reactants are: C(N[C:6]1[N:14]=[C:13]2[C:9]([N:10]=[C:11]([O:26][CH3:27])[N:12]2[CH2:15][CH2:16][CH2:17][CH:18]2[CH2:23][CH2:22][O:21][C:20]([CH3:25])([CH3:24])[CH2:19]2)=[C:8]([NH2:28])[N:7]=1)CCC.FC(F)(F)C(O)=O.[CH:36]1([CH2:39][CH2:40][O:41]C2NC(N)=C3C(N=2)=NC(OC)=N3)[CH2:38][CH2:37]1.BrCCCC1CCOC(C)(C)C1. (4) Given the product [CH3:54][C@@:48]([NH:47][C:45](=[O:46])[O:44][C:40]([CH3:43])([CH3:42])[CH3:41])([CH2:52][CH3:53])[C:49]([NH:1][C@H:2]([CH2:29][C:30]1[C:38]2[C:33](=[CH:34][CH:35]=[CH:36][CH:37]=2)[N:32]([CH3:39])[CH:31]=1)[C:3](=[O:4])[NH:5][CH:6]1[CH2:15][C:14]2[C:9](=[C:10]([N:16]3[CH2:20][CH2:19][CH2:18][C:17]3=[O:21])[CH:11]=[CH:12][CH:13]=2)[N:8]([CH2:22][C:23]2[CH:27]=[CH:26][S:25][CH:24]=2)[C:7]1=[O:28])=[O:50], predict the reactants needed to synthesize it. The reactants are: [NH2:1][C@H:2]([CH2:29][C:30]1[C:38]2[C:33](=[CH:34][CH:35]=[CH:36][CH:37]=2)[N:32]([CH3:39])[CH:31]=1)[C:3]([NH:5][CH:6]1[CH2:15][C:14]2[C:9](=[C:10]([N:16]3[CH2:20][CH2:19][CH2:18][C:17]3=[O:21])[CH:11]=[CH:12][CH:13]=2)[N:8]([CH2:22][C:23]2[CH:27]=[CH:26][S:25][CH:24]=2)[C:7]1=[O:28])=[O:4].[C:40]([O:44][C:45]([NH:47][C@:48]([CH3:54])([CH2:52][CH3:53])[C:49](O)=[O:50])=[O:46])([CH3:43])([CH3:42])[CH3:41]. (5) Given the product [CH3:10][O:9][C:7]1[CH:6]=[C:5]([CH2:11][CH2:12][C:13]2[N:14]=[C:15]3[C:21]([C:40]#[N:39])=[C:20]([C:22]4[CH:23]=[CH:24][C:25]([N:28]5[CH2:29][CH2:30][N:31]([CH3:34])[CH2:32][CH2:33]5)=[CH:26][CH:27]=4)[NH:19][C:16]3=[N:17][CH:18]=2)[CH:4]=[C:3]([O:2][CH3:1])[CH:8]=1, predict the reactants needed to synthesize it. The reactants are: [CH3:1][O:2][C:3]1[CH:4]=[C:5]([CH2:11][CH2:12][C:13]2[N:14]=[C:15]3[CH:21]=[C:20]([C:22]4[CH:27]=[CH:26][C:25]([N:28]5[CH2:33][CH2:32][N:31]([CH3:34])[CH2:30][CH2:29]5)=[CH:24][CH:23]=4)[NH:19][C:16]3=[N:17][CH:18]=2)[CH:6]=[C:7]([O:9][CH3:10])[CH:8]=1.ClS([N:39]=[C:40]=O)(=O)=O. (6) The reactants are: CO[C:3](=[O:35])[C:4]1[CH:9]=[CH:8][C:7]([CH:10]([NH:23][C:24]([NH:26][C:27]2[CH:32]=[C:31]([Cl:33])[CH:30]=[C:29]([Cl:34])[CH:28]=2)=[O:25])C2C=CC(C3CCCCC=3)=CC=2)=[CH:6][CH:5]=1.[H-].[CH2:42]([Al+][CH2:42][CH:43]([CH3:45])[CH3:44])[CH:43]([CH3:45])[CH3:44].Cl.O. Given the product [C:45]1([C:43]2[CH:42]=[CH:5][C:4]([N:23]([CH2:10][C:7]3[CH:8]=[CH:9][C:4]([CH2:3][OH:35])=[CH:5][CH:6]=3)[C:24]([NH:26][C:27]3[CH:28]=[C:29]([Cl:34])[CH:30]=[C:31]([Cl:33])[CH:32]=3)=[O:25])=[CH:3][CH:44]=2)[CH2:31][CH2:32][CH2:27][CH2:28][CH:29]=1, predict the reactants needed to synthesize it.